From a dataset of Forward reaction prediction with 1.9M reactions from USPTO patents (1976-2016). Predict the product of the given reaction. (1) Given the reactants Br[C:2]1[CH:7]=[CH:6][CH:5]=[C:4]([CH:8]([CH:10]2[CH2:12][CH2:11]2)[CH3:9])[C:3]=1[OH:13].[Li+].CCC[CH2-].[CH3:19][C:20]([CH3:22])=[O:21], predict the reaction product. The product is: [CH:10]1([CH:8]([C:4]2[CH:5]=[CH:6][CH:7]=[C:2]([C:20]([OH:21])([CH3:22])[CH3:19])[C:3]=2[OH:13])[CH3:9])[CH2:12][CH2:11]1. (2) The product is: [CH3:1][O:2][C:3](=[O:23])[C:4]([OH:22])([C:18]([F:21])([F:20])[F:19])[CH2:5][C:6]([C:9]1[CH:14]=[CH:13][C:12]([CH:24]=[CH2:25])=[CH:11][C:10]=1[O:16][CH3:17])([CH3:8])[CH3:7]. Given the reactants [CH3:1][O:2][C:3](=[O:23])[C:4]([OH:22])([C:18]([F:21])([F:20])[F:19])[CH2:5][C:6]([C:9]1[CH:14]=[CH:13][C:12](I)=[CH:11][C:10]=1[O:16][CH3:17])([CH3:8])[CH3:7].[CH2:24](C([Sn])=C(CCCC)CCCC)[CH2:25]CC.C1(P(C2C=CC=CC=2)C2C=CC=CC=2)C=CC=CC=1, predict the reaction product. (3) Given the reactants [CH2:1]([CH:3]([CH2:16][CH3:17])[CH2:4][O:5][C:6]1[CH:7]=[C:8]([CH2:14][OH:15])[CH:9]=[C:10]([CH2:12][OH:13])[CH:11]=1)[CH3:2].C1C=C[NH+]=CC=1.[O-][Cr](Cl)(=O)=O, predict the reaction product. The product is: [CH2:16]([CH:3]([CH2:1][CH3:2])[CH2:4][O:5][C:6]1[CH:11]=[C:10]([CH:12]=[O:13])[CH:9]=[C:8]([CH:7]=1)[CH:14]=[O:15])[CH3:17].